Dataset: Full USPTO retrosynthesis dataset with 1.9M reactions from patents (1976-2016). Task: Predict the reactants needed to synthesize the given product. (1) Given the product [Cl:21][C:22]1[CH:23]=[C:24]([CH2:25][CH2:26][NH:27][C:18]([C:16]2[CH:15]=[CH:14][C:12]3[N:13]=[C:9]([C:3]4[C:2]([Cl:1])=[CH:7][CH:6]=[CH:5][C:4]=4[Cl:8])[NH:10][C:11]=3[CH:17]=2)=[O:19])[CH:28]=[CH:29][CH:30]=1, predict the reactants needed to synthesize it. The reactants are: [Cl:1][C:2]1[CH:7]=[CH:6][CH:5]=[C:4]([Cl:8])[C:3]=1[C:9]1[NH:10][C:11]2[CH:17]=[C:16]([C:18](O)=[O:19])[CH:15]=[CH:14][C:12]=2[N:13]=1.[Cl:21][C:22]1[CH:23]=[C:24]([CH:28]=[CH:29][CH:30]=1)[CH2:25][CH2:26][NH2:27].F[P-](F)(F)(F)(F)F.N1(O[P+](N(C)C)(N(C)C)N(C)C)C2C=CC=CC=2N=N1.CCN(C(C)C)C(C)C.[OH-].[Na+]. (2) Given the product [C:89]([CH2:88][CH2:87][C:54]1[C:55]([CH2:59][CH2:60][CH2:61][CH2:62][CH2:63][CH2:64][O:65][C:66]2[CH:67]=[C:68]([C:81]3[CH:82]=[CH:83][CH:84]=[CH:85][CH:86]=3)[CH:69]=[C:70]([C:72]([N:74]3[CH2:78][CH2:77][C:76]([F:80])([F:79])[CH2:75]3)=[O:73])[CH:71]=2)=[CH:56][CH:57]=[CH:58][C:53]=1[O:52][CH2:51][CH2:50][CH2:49][C:48]([OH:94])=[O:47])([OH:91])=[O:90], predict the reactants needed to synthesize it. The reactants are: C(CCC1C(CCCCCCOC2C=C(C3C=CC(F)=C(F)C=3)C=C(C(=O)N(C)C)C=2)=CC=CC=1OCCCC(O)=O)(O)=O.C([O:47][C:48](=[O:94])[CH2:49][CH2:50][CH2:51][O:52][C:53]1[CH:58]=[CH:57][CH:56]=[C:55]([CH2:59][CH2:60][CH2:61][CH2:62][CH2:63][CH2:64][O:65][C:66]2[CH:67]=[C:68]([C:81]3[CH:86]=[CH:85][CH:84]=[CH:83][CH:82]=3)[CH:69]=[C:70]([C:72]([N:74]3[CH2:78][CH2:77][C:76]([F:80])([F:79])[CH2:75]3)=[O:73])[CH:71]=2)[C:54]=1[CH2:87][CH2:88][C:89]([O:91]CC)=[O:90])C.[OH-].[Na+].